This data is from Forward reaction prediction with 1.9M reactions from USPTO patents (1976-2016). The task is: Predict the product of the given reaction. The product is: [CH:8]([C:7]1[C:2]2[B:23]([OH:24])[O:17][CH2:13][C:3]=2[CH:4]=[CH:5][CH:6]=1)=[O:9]. Given the reactants Br[C:2]1[C:7]([CH2:8][O:9]COC)=[CH:6][CH:5]=[CH:4][C:3]=1[CH:13]1[O:17]CCO1.[Li]CCCC.[B:23](OC(C)C)(OC(C)C)[O:24]C(C)C, predict the reaction product.